From a dataset of Full USPTO retrosynthesis dataset with 1.9M reactions from patents (1976-2016). Predict the reactants needed to synthesize the given product. (1) Given the product [CH3:16][O:15][C@@:14]1([O:48][CH2:47][C@@H:37]([OH:38])[C@@H:27]([OH:28])[C@@H:17]1[OH:18])[CH2:13][OH:12], predict the reactants needed to synthesize it. The reactants are: C[O-].[Na+].C([O:12][CH2:13][C@:14]1([O:48][CH2:47][C@@H:37]([O:38]C(=O)C2C=CC=CC=2)[C@@H:27]([O:28]C(=O)C2C=CC=CC=2)[C@@H:17]1[O:18]C(=O)C1C=CC=CC=1)[O:15][CH3:16])(=O)C1C=CC=CC=1. (2) Given the product [CH3:1][C:2]1[CH:3]=[C:4]2[C:8](=[C:9]([N:11]([CH3:20])[S:12]([C:15]3[S:16][CH:17]=[CH:18][CH:19]=3)(=[O:14])=[O:13])[CH:10]=1)[NH:7][C:6]([C:21]1[S:22][CH:23]([CH2:26][NH:40][C:43](=[O:52])[O:37][CH2:30][C:31]3[CH:36]=[CH:35][CH:34]=[CH:33][CH:32]=3)[CH2:24][N:25]=1)=[CH:5]2, predict the reactants needed to synthesize it. The reactants are: [CH3:1][C:2]1[CH:3]=[C:4]2[C:8](=[C:9]([N:11]([CH3:20])[S:12]([C:15]3[S:16][CH:17]=[CH:18][CH:19]=3)(=[O:14])=[O:13])[CH:10]=1)[NH:7][C:6]([C:21]1[S:22][CH:23]([CH2:26]C(O)=O)[CH2:24][N:25]=1)=[CH:5]2.[CH2:30]([OH:37])[C:31]1[CH:36]=[CH:35][CH:34]=[CH:33][CH:32]=1.C([N:40]([CH2:43]C)CC)C.C1(P(N=[N+]=[N-])(C2C=CC=CC=2)=[O:52])C=CC=CC=1. (3) Given the product [O:1]1[CH2:6][CH2:5][N:4]([C:7]([C:9]2[CH:14]=[CH:13][CH:12]=[CH:11][C:10]=2[NH:15][C:16]([CH:18]2[CH2:27][CH2:26][C:25]3[C:20](=[C:21]([N:30]4[CH2:38][CH2:37][N:35]([CH3:36])[CH2:34][CH2:33]4)[CH:22]=[CH:23][C:24]=3[O:28][CH3:29])[CH2:19]2)=[O:17])=[O:8])[CH2:3][CH2:2]1, predict the reactants needed to synthesize it. The reactants are: [O:1]1[CH2:6][CH2:5][N:4]([C:7]([C:9]2[CH:14]=[CH:13][CH:12]=[CH:11][C:10]=2[NH:15][C:16]([CH:18]2[CH2:27][CH2:26][C:25]3[C:20](=[C:21]([NH2:30])[CH:22]=[CH:23][C:24]=3[O:28][CH3:29])[CH2:19]2)=[O:17])=[O:8])[CH2:3][CH2:2]1.Cl.Cl[CH2:33][CH2:34][N:35]([CH2:37][CH2:38]Cl)[CH3:36].C(=O)([O-])O.[Na+].[OH-].[NH4+]. (4) Given the product [C:1]([N:4]1[C:12]2[C:7](=[CH:8][C:9]([C:13]3[C:18]([C:19]#[N:20])=[C:17]([NH2:21])[O:15][CH:14]=3)=[CH:10][CH:11]=2)[CH2:6][CH2:5]1)(=[O:3])[CH3:2], predict the reactants needed to synthesize it. The reactants are: [C:1]([N:4]1[C:12]2[C:7](=[CH:8][C:9]([C:13](=O)[CH2:14][OH:15])=[CH:10][CH:11]=2)[CH2:6][CH2:5]1)(=[O:3])[CH3:2].[C:17](#[N:21])[CH2:18][C:19]#[N:20].C(NCC)C.O. (5) Given the product [Br:1][C:2]1[C:10]([CH2:11][N:18]2[C:14]([CH3:13])=[C:15]([N+:24]([O-:26])=[O:25])[C:16]([C:19]([O:21][CH2:22][CH3:23])=[O:20])=[N:17]2)=[CH:9][C:5]2[O:6][CH2:7][O:8][C:4]=2[CH:3]=1, predict the reactants needed to synthesize it. The reactants are: [Br:1][C:2]1[C:10]([CH2:11]Br)=[CH:9][C:5]2[O:6][CH2:7][O:8][C:4]=2[CH:3]=1.[CH3:13][C:14]1[NH:18][N:17]=[C:16]([C:19]([O:21][CH2:22][CH3:23])=[O:20])[C:15]=1[N+:24]([O-:26])=[O:25].C([O-])([O-])=O.[Cs+].[Cs+].C([O-])(O)=O.[Na+]. (6) Given the product [CH3:20][O:21][C:22]1[N:27]=[C:26]([NH:28][C:2]2[CH:3]=[CH:4][C:5]3[CH2:6][N:7]([CH3:19])[CH2:8][CH:9]([C:13]4[S:14][C:15]([CH3:18])=[CH:16][N:17]=4)[O:10][C:11]=3[N:12]=2)[CH:25]=[CH:24][C:23]=1[N:29]1[CH:33]=[C:32]([CH3:34])[N:31]=[CH:30]1, predict the reactants needed to synthesize it. The reactants are: Cl[C:2]1[CH:3]=[CH:4][C:5]2[CH2:6][N:7]([CH3:19])[CH2:8][CH:9]([C:13]3[S:14][C:15]([CH3:18])=[CH:16][N:17]=3)[O:10][C:11]=2[N:12]=1.[CH3:20][O:21][C:22]1[N:27]=[C:26]([NH2:28])[CH:25]=[CH:24][C:23]=1[N:29]1[CH:33]=[C:32]([CH3:34])[N:31]=[CH:30]1. (7) Given the product [C:44]([NH:43][C:32]1[CH:33]=[C:34]([N:37]2[CH2:38][CH2:39][N:40]([CH2:57][CH2:56][NH:55][C:54](=[O:59])[O:53][C:49]([CH3:52])([CH3:51])[CH3:50])[CH2:41][CH2:42]2)[CH:35]=[CH:36][C:31]=1[NH:30][C:26]1[CH:25]=[C:24]([N:22]([CH3:23])[C:21]([NH:20][C:10]2[C:9]([Cl:8])=[C:14]([O:15][CH3:16])[CH:13]=[C:12]([O:17][CH3:18])[C:11]=2[Cl:19])=[O:48])[N:29]=[CH:28][N:27]=1)(=[O:47])[CH:45]=[CH2:46], predict the reactants needed to synthesize it. The reactants are: FC(F)(F)C(O)=O.[Cl:8][C:9]1[C:14]([O:15][CH3:16])=[CH:13][C:12]([O:17][CH3:18])=[C:11]([Cl:19])[C:10]=1[NH:20][C:21](=[O:48])[N:22]([C:24]1[N:29]=[CH:28][N:27]=[C:26]([NH:30][C:31]2[CH:36]=[CH:35][C:34]([N:37]3[CH2:42][CH2:41][NH:40][CH2:39][CH2:38]3)=[CH:33][C:32]=2[NH:43][C:44](=[O:47])[CH:45]=[CH2:46])[CH:25]=1)[CH3:23].[C:49]([O:53][C:54](=[O:59])[NH:55][CH2:56][CH:57]=O)([CH3:52])([CH3:51])[CH3:50].C([BH3-])#N.[Na+].